This data is from Forward reaction prediction with 1.9M reactions from USPTO patents (1976-2016). The task is: Predict the product of the given reaction. (1) Given the reactants [Br:1][C:2]1[CH:13]=[CH:12][C:5]2[C:6](=[O:11])[NH:7][CH2:8][CH2:9][CH2:10][C:4]=2[CH:3]=1.[H-].[Na+].[CH3:16]I, predict the reaction product. The product is: [Br:1][C:2]1[CH:13]=[CH:12][C:5]2[C:6](=[O:11])[N:7]([CH3:16])[CH2:8][CH2:9][CH2:10][C:4]=2[CH:3]=1. (2) Given the reactants Cl.[F:2][C:3]([F:29])([F:28])[C:4]1[CH:5]=[C:6]([CH:21]=[C:22]([C:24]([F:27])([F:26])[F:25])[CH:23]=1)[CH2:7][O:8][C@H:9]1[CH2:14][CH2:13][NH:12][CH2:11][C@H:10]1[C:15]1[CH:20]=[CH:19][CH:18]=[CH:17][CH:16]=1.C[CH2:31][N:32]([CH2:35]C)CC.[OH2:37], predict the reaction product. The product is: [F:29][C:3]([F:2])([F:28])[C:4]1[CH:5]=[C:6]([CH:21]=[C:22]([C:24]([F:27])([F:25])[F:26])[CH:23]=1)[CH2:7][O:8][C@H:9]1[CH2:14][CH2:13][N:12]([C:31]([NH:32][CH3:35])=[O:37])[CH2:11][C@H:10]1[C:15]1[CH:16]=[CH:17][CH:18]=[CH:19][CH:20]=1. (3) Given the reactants [CH2:1]([CH:3]([O:6][C:7]1[CH:16]=[C:15]([CH3:17])[N:14]=[C:13]2[C:8]=1[CH2:9][CH2:10][C:11](=O)[N:12]2[C:18]1[C:23]([CH3:24])=[CH:22][C:21]([CH3:25])=[CH:20][C:19]=1[CH3:26])[CH2:4][CH3:5])[CH3:2].CSC, predict the reaction product. The product is: [CH2:1]([CH:3]([O:6][C:7]1[CH:16]=[C:15]([CH3:17])[N:14]=[C:13]2[C:8]=1[CH2:9][CH2:10][CH2:11][N:12]2[C:18]1[C:23]([CH3:24])=[CH:22][C:21]([CH3:25])=[CH:20][C:19]=1[CH3:26])[CH2:4][CH3:5])[CH3:2]. (4) Given the reactants Cl[C:2]1[CH:11]=[CH:10][C:5]([C:6]([O:8][CH3:9])=[O:7])=[CH:4][N:3]=1.[F:12][C:13]([F:24])([F:23])[C:14]1[CH:19]=[CH:18][C:17](B(O)O)=[CH:16][CH:15]=1, predict the reaction product. The product is: [F:12][C:13]([F:24])([F:23])[C:14]1[CH:19]=[CH:18][C:17]([C:2]2[CH:11]=[CH:10][C:5]([C:6]([O:8][CH3:9])=[O:7])=[CH:4][N:3]=2)=[CH:16][CH:15]=1.